Predict which catalyst facilitates the given reaction. From a dataset of Catalyst prediction with 721,799 reactions and 888 catalyst types from USPTO. (1) Reactant: [CH3:1][C:2]12[CH2:22][CH:6]([N:7]([C:9]([C:11]3[CH:16]=[CH:15][C:14]([NH:17][CH2:18][C:19](O)=O)=[CH:13][CH:12]=3)=[O:10])[CH2:8]1)[CH2:5][C:4]([CH3:24])([CH3:23])[CH2:3]2.[C:25]([O:29][CH3:30])(=[O:28])[CH:26]=[CH2:27].C=O.O. Product: [CH3:30][O:29][C:25]([CH:26]1[CH2:19][CH2:18][N:17]([C:14]2[CH:13]=[CH:12][C:11]([C:9]([N:7]3[CH2:8][C:2]4([CH3:1])[CH2:22][CH:6]3[CH2:5][C:4]([CH3:23])([CH3:24])[CH2:3]4)=[O:10])=[CH:16][CH:15]=2)[CH2:27]1)=[O:28]. The catalyst class is: 11. (2) Product: [C:24]([O:23][C:21]([NH:1][CH2:2][C:3]1([C:16]([O:18][CH2:19][CH3:20])=[O:17])[CH2:4][CH2:5][N:6]([C:9]([O:11][C:12]([CH3:14])([CH3:15])[CH3:13])=[O:10])[CH2:7][CH2:8]1)=[O:22])([CH3:27])([CH3:26])[CH3:25]. The catalyst class is: 2. Reactant: [NH2:1][CH2:2][C:3]1([C:16]([O:18][CH2:19][CH3:20])=[O:17])[CH2:8][CH2:7][N:6]([C:9]([O:11][C:12]([CH3:15])([CH3:14])[CH3:13])=[O:10])[CH2:5][CH2:4]1.[C:21](O[C:21]([O:23][C:24]([CH3:27])([CH3:26])[CH3:25])=[O:22])([O:23][C:24]([CH3:27])([CH3:26])[CH3:25])=[O:22]. (3) Reactant: [NH2:1][C@@H:2]([CH3:15])[C@@H:3]([C:5]1[CH:10]=[C:9]([O:11][CH3:12])[CH:8]=[CH:7][C:6]=1[O:13][CH3:14])[OH:4].[CH2:16]([O:23][C:24](=[O:42])[C@@H:25]([NH:31][C:32]([O:34][CH2:35][C:36]1[CH:41]=[CH:40][CH:39]=[CH:38][CH:37]=1)=[O:33])[CH2:26][CH2:27][C:28](=[O:30])N)[C:17]1[CH:22]=[CH:21][CH:20]=[CH:19][CH:18]=1.CCN=C=NCCCN(C)C.O. Product: [CH2:16]([O:23][C:24](=[O:42])[C@@H:25]([NH:31][C:32]([O:34][CH2:35][C:36]1[CH:41]=[CH:40][CH:39]=[CH:38][CH:37]=1)=[O:33])[CH2:26][CH2:27][C:28](=[O:30])[NH:1][C@@H:2]([CH3:15])[C@@H:3]([C:5]1[CH:10]=[C:9]([O:11][CH3:12])[CH:8]=[CH:7][C:6]=1[O:13][CH3:14])[OH:4])[C:17]1[CH:22]=[CH:21][CH:20]=[CH:19][CH:18]=1. The catalyst class is: 10. (4) Reactant: [I:1][C:2]1[CH:8]=[CH:7][C:5]([NH2:6])=[CH:4][CH:3]=1.[O:9]1[CH2:14][CH2:13][CH2:12][CH2:11][CH:10]1[O:15][C:16]1[CH:17]=[C:18]([CH:21]=[CH:22][CH:23]=1)[CH:19]=O.S([O-])([O-])(=O)=O.[Mg+2].[BH4-].[Na+].C(=O)(O)[O-].[Na+]. Product: [I:1][C:2]1[CH:8]=[CH:7][C:5]([NH:6][CH2:19][C:18]2[CH:21]=[CH:22][CH:23]=[C:16]([O:15][CH:10]3[CH2:11][CH2:12][CH2:13][CH2:14][O:9]3)[CH:17]=2)=[CH:4][CH:3]=1. The catalyst class is: 61.